From a dataset of Full USPTO retrosynthesis dataset with 1.9M reactions from patents (1976-2016). Predict the reactants needed to synthesize the given product. (1) Given the product [OH:14][CH:15]1[CH2:19][CH2:18][N:17]([CH2:20][CH2:21][C:13]2[NH:2][C:3](=[O:12])[C:4]3[C:5]([CH:11]=2)=[C:6]([CH3:10])[CH:7]=[CH:8][CH:9]=3)[CH2:16]1, predict the reactants needed to synthesize it. The reactants are: C[N:2]([CH3:13])[C:3](=[O:12])[C:4]1[CH:9]=[CH:8][CH:7]=[C:6]([CH3:10])[C:5]=1[CH3:11].[OH:14][CH:15]1[CH2:19][CH2:18][N:17]([CH2:20][CH2:21]C#N)[CH2:16]1. (2) Given the product [CH2:28]1[C:27]2[C:22](=[CH:23][CH:24]=[CH:25][CH:26]=2)[CH2:21][CH:20]1[NH:19][C:16]1[N:17]=[CH:18][C:13]2[CH2:12][N:11]([C:9]([C:6]3[CH:5]=[CH:4][C:3]([C:1]4[N:49]=[N:50][NH:51][CH:2]=4)=[CH:8][N:7]=3)=[O:10])[CH2:30][CH2:29][C:14]=2[N:15]=1, predict the reactants needed to synthesize it. The reactants are: [C:1]([C:3]1[CH:4]=[CH:5][C:6]([C:9]([N:11]2[CH2:30][CH2:29][C:14]3[N:15]=[C:16]([NH:19][CH:20]4[CH2:28][C:27]5[C:22](=[CH:23][CH:24]=[CH:25][CH:26]=5)[CH2:21]4)[N:17]=[CH:18][C:13]=3[CH2:12]2)=[O:10])=[N:7][CH:8]=1)#[CH:2].CN(C)C=O.[Na].O=C1O[C@H]([C@H](CO)O)C(O)=C1O.[N:49]([Si](C)(C)C)=[N+:50]=[N-:51]. (3) The reactants are: N(C(N1CCCCC1)=O)=NC(N1CCCCC1)=O.[CH3:19][C:20]1([CH3:32])[C:24]([CH3:26])([CH3:25])[O:23][B:22]([C:27]2[CH:28]=[N:29][NH:30][CH:31]=2)[O:21]1.O[CH2:34][CH:35]1[CH2:40][CH2:39][N:38]([C:41]([O:43][C:44]([CH3:47])([CH3:46])[CH3:45])=[O:42])[CH2:37][CH2:36]1.C(P(CCCC)CCCC)CCC. Given the product [CH3:19][C:20]1([CH3:32])[C:24]([CH3:25])([CH3:26])[O:23][B:22]([C:27]2[CH:31]=[N:30][N:29]([CH2:34][CH:35]3[CH2:40][CH2:39][N:38]([C:41]([O:43][C:44]([CH3:45])([CH3:47])[CH3:46])=[O:42])[CH2:37][CH2:36]3)[CH:28]=2)[O:21]1, predict the reactants needed to synthesize it. (4) Given the product [CH3:1][O:2][C:3]1[CH:8]=[CH:7][CH:6]=[CH:5][C:4]=1[CH:9]1[CH:10]([C:17]2[CH:18]=[CH:19][CH:20]=[CH:21][CH:22]=2)[CH2:11][CH2:12][NH:13][CH2:14][CH2:15]1, predict the reactants needed to synthesize it. The reactants are: [CH3:1][O:2][C:3]1[CH:8]=[CH:7][CH:6]=[CH:5][C:4]=1[CH:9]1[CH2:15][CH2:14][NH:13][C:12](=O)[CH2:11][CH:10]1[C:17]1[CH:22]=[CH:21][CH:20]=[CH:19][CH:18]=1.[H-].[H-].[H-].[H-].[Li+].[Al+3]. (5) Given the product [CH2:11]([C:8]1[N:4]2[CH2:5][CH2:6][NH:7][CH2:2][C:3]2=[N:10][N:9]=1)[CH3:12], predict the reactants needed to synthesize it. The reactants are: Cl[CH:2]1[NH:7][CH2:6][CH2:5][N:4]2[C:8]([CH2:11][CH3:12])=[N:9][N:10]=[C:3]12. (6) Given the product [CH2:1]([O:8][C:9](=[O:19])[CH2:10][C:11]1([OH:18])[CH2:16][CH2:15][CH:14]([NH:30][CH2:29][CH2:28][NH:27][C:20]([O:22][C:23]([CH3:26])([CH3:25])[CH3:24])=[O:21])[CH2:13][CH2:12]1)[C:2]1[CH:7]=[CH:6][CH:5]=[CH:4][CH:3]=1, predict the reactants needed to synthesize it. The reactants are: [CH2:1]([O:8][C:9](=[O:19])[CH2:10][C:11]1([OH:18])[CH2:16][CH2:15][C:14](=O)[CH2:13][CH2:12]1)[C:2]1[CH:7]=[CH:6][CH:5]=[CH:4][CH:3]=1.[C:20]([NH:27][CH2:28][CH2:29][NH2:30])([O:22][C:23]([CH3:26])([CH3:25])[CH3:24])=[O:21].C(O[BH-](OC(=O)C)OC(=O)C)(=O)C.[Na+]. (7) Given the product [Br:11][C:7]1[CH:6]=[C:5]([CH:10]=[CH:9][CH:8]=1)[C:4]([NH:17][NH2:18])=[O:3], predict the reactants needed to synthesize it. The reactants are: C([O:3][C:4](=O)[C:5]1[CH:10]=[CH:9][CH:8]=[C:7]([Br:11])[CH:6]=1)C.C(O)C.O.[NH2:17][NH2:18].